Dataset: NCI-60 drug combinations with 297,098 pairs across 59 cell lines. Task: Regression. Given two drug SMILES strings and cell line genomic features, predict the synergy score measuring deviation from expected non-interaction effect. (1) Drug 1: CCCS(=O)(=O)NC1=C(C(=C(C=C1)F)C(=O)C2=CNC3=C2C=C(C=N3)C4=CC=C(C=C4)Cl)F. Drug 2: CCN(CC)CCCC(C)NC1=C2C=C(C=CC2=NC3=C1C=CC(=C3)Cl)OC. Cell line: SF-539. Synergy scores: CSS=22.6, Synergy_ZIP=-9.04, Synergy_Bliss=-0.201, Synergy_Loewe=-6.26, Synergy_HSA=-0.969. (2) Drug 1: C1CC(C1)(C(=O)O)C(=O)O.[NH2-].[NH2-].[Pt+2]. Drug 2: CCCCC(=O)OCC(=O)C1(CC(C2=C(C1)C(=C3C(=C2O)C(=O)C4=C(C3=O)C=CC=C4OC)O)OC5CC(C(C(O5)C)O)NC(=O)C(F)(F)F)O. Cell line: SNB-75. Synergy scores: CSS=65.8, Synergy_ZIP=6.66, Synergy_Bliss=5.78, Synergy_Loewe=-16.4, Synergy_HSA=5.53.